Task: Predict which catalyst facilitates the given reaction.. Dataset: Catalyst prediction with 721,799 reactions and 888 catalyst types from USPTO (1) Reactant: [N:1]1([C:10]2[S:14][C:13]([C:15]([O:17]C)=O)=[C:12]([O:19][CH2:20][C:21]3[CH:26]=[CH:25][CH:24]=[CH:23][C:22]=3[C:27]([F:30])([F:29])[F:28])[CH:11]=2)[C:9]2[CH:8]=[CH:7][N:6]=[CH:5][C:4]=2[N:3]=[CH:2]1.[NH3:31]. Product: [N:1]1([C:10]2[S:14][C:13]([C:15]([NH2:31])=[O:17])=[C:12]([O:19][CH2:20][C:21]3[CH:26]=[CH:25][CH:24]=[CH:23][C:22]=3[C:27]([F:28])([F:29])[F:30])[CH:11]=2)[C:9]2[CH:8]=[CH:7][N:6]=[CH:5][C:4]=2[N:3]=[CH:2]1. The catalyst class is: 5. (2) Reactant: [CH:1]1([C@@H:7]([NH:9][C:10]([C:12]2[C:21]3[C:16](=[CH:17][CH:18]=[CH:19][CH:20]=3)[N:15]=[C:14]([C:22]3[CH:27]=[CH:26][CH:25]=[CH:24][CH:23]=3)[C:13]=2[CH2:28][N:29]2[CH2:34][CH2:33][NH:32][CH2:31][CH2:30]2)=[O:11])[CH3:8])[CH2:6][CH2:5][CH2:4][CH2:3][CH2:2]1.CN(C(ON1N=N[C:45]2C=CC=[CH:49][C:44]1=2)=[N+](C)C)C.F[P-](F)(F)(F)(F)F.C(N(CC)CC)C.[CH2:66]([N:68]([CH2:74][CH3:75])[CH2:69][CH2:70][C:71]([OH:73])=[O:72])[CH3:67]. Product: [CH:44]([O:72][CH:27]([CH3:26])[CH3:22])([CH3:49])[CH3:45].[CH:1]1([C@@H:7]([NH:9][C:10]([C:12]2[C:21]3[C:16](=[CH:17][CH:18]=[CH:19][CH:20]=3)[N:15]=[C:14]([C:22]3[CH:23]=[CH:24][CH:25]=[CH:26][CH:27]=3)[C:13]=2[CH2:28][N:29]2[CH2:34][CH2:33][N:32]([C:71](=[O:73])[CH2:70][CH2:69][N:68]([CH2:66][CH3:67])[CH2:74][CH3:75])[CH2:31][CH2:30]2)=[O:11])[CH3:8])[CH2:6][CH2:5][CH2:4][CH2:3][CH2:2]1. The catalyst class is: 1. (3) Reactant: [CH:1]1([C:7]2[C:8]3[CH:20]=[C:19]([C:21]([O:23]CC)=[O:22])[S:18][C:9]=3[NH:10][C:11]=2[C:12]2[CH:17]=[CH:16][CH:15]=[CH:14][CH:13]=2)[CH2:6][CH2:5][CH2:4][CH2:3][CH2:2]1.[H-].[Na+].Cl[CH2:29][C:30]([N:32]([CH3:34])[CH3:33])=[O:31].[OH-].[Na+]. Product: [CH:1]1([C:7]2[C:8]3[CH:20]=[C:19]([C:21]([OH:23])=[O:22])[S:18][C:9]=3[N:10]([CH2:29][C:30]([N:32]([CH3:34])[CH3:33])=[O:31])[C:11]=2[C:12]2[CH:13]=[CH:14][CH:15]=[CH:16][CH:17]=2)[CH2:2][CH2:3][CH2:4][CH2:5][CH2:6]1. The catalyst class is: 861. (4) Reactant: [Br:1][C:2]1[CH:7]=[CH:6][C:5]([C:8]2[CH:13]=[CH:12][C:11]([CH2:14][C:15]([OH:17])=O)=[CH:10][CH:9]=2)=[CH:4][CH:3]=1.Cl.[CH3:19][NH:20][O:21][CH3:22].[Cl-].COC1N=C(OC)N=C([N+]2(C)CCOCC2)N=1.CN1CCOCC1. Product: [Br:1][C:2]1[CH:7]=[CH:6][C:5]([C:8]2[CH:13]=[CH:12][C:11]([CH2:14][C:15]([N:20]([O:21][CH3:22])[CH3:19])=[O:17])=[CH:10][CH:9]=2)=[CH:4][CH:3]=1. The catalyst class is: 83. (5) Reactant: C(OC([N:8]1[CH2:13][CH:12]([CH3:14])[NH:11][C:10](=[O:15])[CH:9]1[CH2:16][CH2:17][CH3:18])=O)(C)(C)C.[CH3:19]C([O-])(C)C.[K+].[NH2:25][C:26]1[CH:33]=[C:32]([CH2:34]Br)[CH:31]=[CH:30][C:27]=1[C:28]#[N:29].[NH4+:36].[Cl-]. Product: [NH2:36][C:28]1[C:27]2[C:26](=[CH:33][C:32]([CH2:34][N:11]3[CH:12]([CH3:14])[CH2:13][NH:8][CH:9]([CH2:16][CH2:17][CH3:18])[C:10]3=[O:15])=[CH:31][CH:30]=2)[N:25]=[CH:19][N:29]=1. The catalyst class is: 1. (6) Reactant: [CH3:1][N:2]([C:6]1[CH:7]=[C:8]2[C:12](=[CH:13][C:14]=1[N+:15]([O-:17])=[O:16])[N:11]([CH3:18])[C:10](=[O:19])[C:9]2([CH3:21])[CH3:20])C(=O)C. Product: [CH3:18][N:11]1[C:12]2[C:8](=[CH:7][C:6]([NH:2][CH3:1])=[C:14]([N+:15]([O-:17])=[O:16])[CH:13]=2)[C:9]([CH3:20])([CH3:21])[C:10]1=[O:19]. The catalyst class is: 33.